Dataset: Orexin1 receptor HTS with 218,158 compounds and 233 confirmed actives. Task: Binary Classification. Given a drug SMILES string, predict its activity (active/inactive) in a high-throughput screening assay against a specified biological target. (1) The compound is O=C1N(C(=O)C2C1C(NC2c1cc(OC)c(OC)cc1)(CCC)C(OC)=O)c1cc(ccc1)C(=O)C. The result is 0 (inactive). (2) The drug is OC(=O)c1c2n(CCC2)c(c1C(O)=O)c1ccc(OC)cc1. The result is 0 (inactive).